Dataset: SARS-CoV-2 main protease (3CLPro) crystallographic fragment screen with 879 compounds. Task: Binary Classification. Given a drug SMILES string, predict its activity (active/inactive) in a high-throughput screening assay against a specified biological target. (1) The compound is COc1ccc2sc(N)nc2c1. The result is 0 (inactive). (2) The drug is NCc1ccsc1. The result is 0 (inactive). (3) The compound is Cc1ccccc1CNc1nnnn1C. The result is 0 (inactive). (4) The drug is C[C@H]1CCCN(S(C)(=O)=O)[C@@H]1CO. The result is 0 (inactive). (5) The result is 0 (inactive). The compound is CC(=O)NC1CNc2ccccc2C1. (6) The compound is CNC(=O)c1cnc(C)s1. The result is 0 (inactive). (7) The drug is O=C(Nc1ccc(F)cc1)Nc1ccc(F)cc1. The result is 0 (inactive). (8) The drug is CC1CN(C(=O)Cn2cccn2)CCO1. The result is 1 (active).